This data is from Catalyst prediction with 721,799 reactions and 888 catalyst types from USPTO. The task is: Predict which catalyst facilitates the given reaction. Reactant: [NH2:1][C:2]1[C:7](Br)=[CH:6][N:5]=[C:4]([Cl:9])[CH:3]=1.[S:10]1[CH2:15][CH:14]=[C:13](B2OC(C)(C)C(C)(C)O2)[CH2:12][CH2:11]1.C1(P(C2CCCCC2)C2CCCCC2)CCCCC1.[O-]P([O-])([O-])=O.[K+].[K+].[K+]. Product: [Cl:9][C:4]1[CH:3]=[C:2]([NH2:1])[C:7]([C:13]2[CH2:14][CH2:15][S:10][CH2:11][CH:12]=2)=[CH:6][N:5]=1. The catalyst class is: 552.